Dataset: Forward reaction prediction with 1.9M reactions from USPTO patents (1976-2016). Task: Predict the product of the given reaction. Given the reactants [C:1]1(=O)[C:9]2[C:4](=[CH:5][CH:6]=[CH:7][CH:8]=2)[CH2:3][CH2:2]1.Cl.[C:12]1(C)[CH:17]=[CH:16][C:15]([NH:18]N)=[CH:14][CH:13]=1.Cl, predict the reaction product. The product is: [CH:5]1[CH:6]=[CH:7][CH:8]=[C:9]2[C:4]=1[CH:3]=[C:2]1[C:16]3[CH:17]=[CH:12][CH:13]=[CH:14][C:15]=3[N:18]=[C:1]12.